Dataset: Full USPTO retrosynthesis dataset with 1.9M reactions from patents (1976-2016). Task: Predict the reactants needed to synthesize the given product. (1) Given the product [Br:1][C:2]1[CH:20]=[CH:19][C:5]2[C:6]([CH:16]([CH3:18])[CH3:17])=[N:7][C:8]3[C:9]([C:23]#[C:22][C:21]([NH2:25])=[O:24])=[CH:10][NH:11][C:12](=[O:14])[C:13]=3[C:4]=2[CH:3]=1, predict the reactants needed to synthesize it. The reactants are: [Br:1][C:2]1[CH:20]=[CH:19][C:5]2[C:6]([CH:16]([CH3:18])[CH3:17])=[N:7][C:8]3[C:9](I)=[CH:10][NH:11][C:12](=[O:14])[C:13]=3[C:4]=2[CH:3]=1.[C:21]([NH2:25])(=[O:24])[C:22]#[CH:23]. (2) Given the product [CH:1]1[C:10]2[C:5](=[CH:6][CH:7]=[CH:8][CH:9]=2)[CH:4]=[CH:3][C:2]=1[CH2:11][NH:12][CH2:13][CH2:14][CH2:15][CH3:16], predict the reactants needed to synthesize it. The reactants are: [CH:1]1[C:10]2[C:5](=[CH:6][CH:7]=[CH:8][CH:9]=2)[CH:4]=[CH:3][C:2]=1[CH2:11][NH2:12].[CH:13](=O)[CH2:14][CH2:15][CH3:16]. (3) Given the product [F:1][C:2]1[CH:3]=[CH:4][C:5]2[N:9]=[C:8]([CH:10]3[CH2:15][CH2:14][O:13][CH2:12][CH2:11]3)[N:7]([C:16]3[C:24]4[O:23][CH2:22][C@@H:21]([NH:25][C:26]5[CH:39]=[CH:38][C:29]6[C@H:30]([CH2:33][C:34]([OH:36])=[O:35])[CH2:31][O:32][C:28]=6[CH:27]=5)[C:20]=4[CH:19]=[CH:18][CH:17]=3)[C:6]=2[CH:46]=1, predict the reactants needed to synthesize it. The reactants are: [F:1][C:2]1[CH:3]=[CH:4][C:5]2[N:9]=[C:8]([CH:10]3[CH2:15][CH2:14][O:13][CH2:12][CH2:11]3)[N:7]([C:16]3[C:24]4[O:23][CH2:22][C@@H:21]([N:25](C(=O)C(F)(F)F)[C:26]5[CH:39]=[CH:38][C:29]6[C@H:30]([CH2:33][C:34]([O:36]C)=[O:35])[CH2:31][O:32][C:28]=6[CH:27]=5)[C:20]=4[CH:19]=[CH:18][CH:17]=3)[C:6]=2[CH:46]=1.[OH-].[Na+].Cl. (4) Given the product [CH3:1][O:2][C:3]1[CH:8]=[CH:7][CH:6]=[CH:5][C:4]=1[C:9]1[N:10]=[N:11][N:12]([CH3:18])[C:13]=1[C:14]([OH:16])=[O:15], predict the reactants needed to synthesize it. The reactants are: [CH3:1][O:2][C:3]1[CH:8]=[CH:7][CH:6]=[CH:5][C:4]=1[C:9]1[N:10]=[N:11][N:12]([CH3:18])[C:13]=1[C:14]([O:16]C)=[O:15].[OH-].[Na+]. (5) Given the product [CH3:1][O:2][CH2:3][CH2:4][CH2:5][O:6][C:7]1[CH:8]=[C:9]([CH2:21][CH2:22][C:23]([O:25][CH2:26][CH3:27])=[O:24])[CH:10]=[CH:11][C:12]=1[C:42]1[CH:41]=[CH:40][CH:39]=[C:38]([N:29]([CH3:28])[C:30]([N:32]2[CH2:37][CH2:36][O:35][CH2:34][CH2:33]2)=[O:31])[CH:43]=1, predict the reactants needed to synthesize it. The reactants are: [CH3:1][O:2][CH2:3][CH2:4][CH2:5][O:6][C:7]1[CH:8]=[C:9]([CH2:21][CH2:22][C:23]([O:25][CH2:26][CH3:27])=[O:24])[CH:10]=[CH:11][C:12]=1OS(C(F)(F)F)(=O)=O.[CH3:28][N:29]([C:38]1[CH:43]=[CH:42][CH:41]=[C:40](B2OC(C)(C)C(C)(C)O2)[CH:39]=1)[C:30]([N:32]1[CH2:37][CH2:36][O:35][CH2:34][CH2:33]1)=[O:31].[F-].[Cs+]. (6) Given the product [CH3:1][O:2][C:3]1[CH:21]=[C:20]([O:22][CH3:23])[CH:19]=[CH:18][C:4]=1[CH2:5][N:6]1[C:14](=[O:15])[C:13]2[C:8](=[CH:9][CH:10]=[CH:11][C:12]=2[O:16][CH2:28][CH2:27][N:26]([CH3:30])[CH3:25])[C:7]1=[O:17], predict the reactants needed to synthesize it. The reactants are: [CH3:1][O:2][C:3]1[CH:21]=[C:20]([O:22][CH3:23])[CH:19]=[CH:18][C:4]=1[CH2:5][N:6]1[C:14](=[O:15])[C:13]2[C:8](=[CH:9][CH:10]=[CH:11][C:12]=2[OH:16])[C:7]1=[O:17].Cl.[CH3:25][N:26]([CH3:30])[CH2:27][CH2:28]Cl.C(=O)([O-])[O-].[K+].[K+].